From a dataset of Catalyst prediction with 721,799 reactions and 888 catalyst types from USPTO. Predict which catalyst facilitates the given reaction. (1) Reactant: [CH3:1][O:2][C:3]1[CH:22]=[CH:21][C:6]([CH2:7][N:8]2[C:12]3[N:13]=[CH:14][C:15]4[CH2:16][NH:17][CH2:18][CH2:19][C:20]=4[C:11]=3[CH:10]=[N:9]2)=[CH:5][CH:4]=1.[C:23]1([CH2:29][C:30](Cl)=[O:31])[CH:28]=[CH:27][CH:26]=[CH:25][CH:24]=1. Product: [CH3:1][O:2][C:3]1[CH:4]=[CH:5][C:6]([CH2:7][N:8]2[C:12]3[N:13]=[CH:14][C:15]4[CH2:16][N:17]([C:30](=[O:31])[CH2:29][C:23]5[CH:28]=[CH:27][CH:26]=[CH:25][CH:24]=5)[CH2:18][CH2:19][C:20]=4[C:11]=3[CH:10]=[N:9]2)=[CH:21][CH:22]=1. The catalyst class is: 26. (2) The catalyst class is: 5. Product: [CH2:1]([N:4]1[C:12]2[C:7](=[CH:8][CH:9]=[CH:10][C:11]=2[Br:13])[C:6]([CH:14]2[CH:18]([C:19]3[C:27]4[C:22](=[CH:23][CH:24]=[CH:25][CH:26]=4)[NH:21][CH:20]=3)[C:17](=[O:28])[NH:16][C:15]2=[O:29])=[CH:5]1)[CH:2]=[CH2:3]. Reactant: [CH2:1]([N:4]1[C:12]2[C:7](=[CH:8][CH:9]=[CH:10][C:11]=2[Br:13])[C:6]([C:14]2[C:15](=[O:29])[NH:16][C:17](=[O:28])[C:18]=2[C:19]2[C:27]3[C:22](=[CH:23][CH:24]=[CH:25][CH:26]=3)[NH:21][CH:20]=2)=[CH:5]1)[CH:2]=[CH2:3]. (3) Reactant: [C:1]([O:4][CH2:5][C:6]1[C:7]([N:15]2[CH2:28][CH2:27][N:18]3[C:19]4[CH2:20][CH2:21][CH2:22][CH2:23][C:24]=4[C:25]([F:26])=[C:17]3[C:16]2=[O:29])=[N:8][CH:9]=[CH:10][C:11]=1B(O)O)(=[O:3])[CH3:2].Cl[C:31]1[CH:32]=[C:33]([NH:39][C:40]2[CH:45]=[CH:44][C:43]([N:46]3[CH2:51][CH2:50][N:49]([CH:52]4[CH2:55][O:54][CH2:53]4)[CH2:48][C@@H:47]3[CH3:56])=[CH:42][N:41]=2)[C:34](=[O:38])[N:35]([CH3:37])[N:36]=1.[O-]P([O-])([O-])=O.[K+].[K+].[K+].C([O-])(=O)C.[Na+]. Product: [C:1]([O:4][CH2:5][C:6]1[C:7]([N:15]2[CH2:28][CH2:27][N:18]3[C:19]4[CH2:20][CH2:21][CH2:22][CH2:23][C:24]=4[C:25]([F:26])=[C:17]3[C:16]2=[O:29])=[N:8][CH:9]=[CH:10][C:11]=1[C:31]1[CH:32]=[C:33]([NH:39][C:40]2[CH:45]=[CH:44][C:43]([N:46]3[CH2:51][CH2:50][N:49]([CH:52]4[CH2:53][O:54][CH2:55]4)[CH2:48][C@@H:47]3[CH3:56])=[CH:42][N:41]=2)[C:34](=[O:38])[N:35]([CH3:37])[N:36]=1)(=[O:3])[CH3:2]. The catalyst class is: 379. (4) Reactant: C[O:2][C:3](=O)[C:4]1[CH:9]=[C:8]([O:10][CH2:11][CH2:12][CH2:13][O:14][CH3:15])[CH:7]=[C:6]([O:16][CH3:17])[CH:5]=1.[H-].[H-].[H-].[H-].[Li+].[Al+3].O. Product: [CH3:17][O:16][C:6]1[CH:5]=[C:4]([CH2:3][OH:2])[CH:9]=[C:8]([O:10][CH2:11][CH2:12][CH2:13][O:14][CH3:15])[CH:7]=1. The catalyst class is: 1. (5) Reactant: C([N:8]1[CH2:13][CH2:12][C:11]([C:20]([N:22]2[CH2:27][CH2:26][CH2:25][CH2:24][CH2:23]2)=[O:21])([N:14]2[CH2:19][CH2:18][CH2:17][CH2:16][CH2:15]2)[CH2:10][CH2:9]1)C1C=CC=CC=1.C1(N)C(F)=C(F)C(F)=C(N)C=1F.Cl.Cl. Product: [N:22]1([C:20]([C:11]2([N:14]3[CH2:15][CH2:16][CH2:17][CH2:18][CH2:19]3)[CH2:10][CH2:9][NH:8][CH2:13][CH2:12]2)=[O:21])[CH2:23][CH2:24][CH2:25][CH2:26][CH2:27]1. The catalyst class is: 29. (6) Reactant: C([O-])([O-])=O.[Na+].[Na+].[CH2:7]([O:9][NH2:10])[CH3:8].[C:11](O[C:11]([O:13][C:14]([CH3:17])([CH3:16])[CH3:15])=[O:12])([O:13][C:14]([CH3:17])([CH3:16])[CH3:15])=[O:12].Cl. Product: [CH2:7]([O:9][NH:10][C:11](=[O:12])[O:13][C:14]([CH3:17])([CH3:16])[CH3:15])[CH3:8]. The catalyst class is: 46.